From a dataset of Catalyst prediction with 721,799 reactions and 888 catalyst types from USPTO. Predict which catalyst facilitates the given reaction. (1) Reactant: [NH2:1][C:2]1[CH:3]=[C:4]([NH:8][C:9]([NH:11][C:12]2[CH:17]=[CH:16][CH:15]=[CH:14][C:13]=2[CH3:18])=[O:10])[CH:5]=[CH:6][CH:7]=1.[O-:19][C:20]#[N:21].[K+]. Product: [C:20]([NH:1][C:2]1[CH:3]=[C:4]([NH:8][C:9]([NH:11][C:12]2[CH:17]=[CH:16][CH:15]=[CH:14][C:13]=2[CH3:18])=[O:10])[CH:5]=[CH:6][CH:7]=1)(=[O:19])[NH2:21]. The catalyst class is: 86. (2) Reactant: [NH2:1][C:2]1[CH:16]=[CH:15][CH:14]=[CH:13][C:3]=1[C:4]([NH:6][CH2:7][CH2:8][CH2:9][C:10]([OH:12])=[O:11])=[O:5].C[Si](Cl)(C)C.C(N(CC)CC)C.[Cl:29][C:30]1[CH:38]=[CH:37][CH:36]=[CH:35][C:31]=1[C:32](Cl)=[O:33].[OH-].[Na+].Cl. Product: [Cl:29][C:30]1[CH:38]=[CH:37][CH:36]=[CH:35][C:31]=1[C:32]([NH:1][C:2]1[CH:16]=[CH:15][CH:14]=[CH:13][C:3]=1[C:4]([NH:6][CH2:7][CH2:8][CH2:9][C:10]([OH:12])=[O:11])=[O:5])=[O:33]. The catalyst class is: 2. (3) Reactant: [CH2:1]=[CH:2][C:3](=[CH2:5])[CH3:4].[CH2:6]=[CH:7][C:8]1[CH:13]=[CH:12][CH:11]=[CH:10][CH:9]=1. Product: [CH2:1]=[CH:2][C:3](=[CH2:4])[CH3:5].[CH2:6]=[CH:7][C:8]1[CH:13]=[CH:12][CH:11]=[CH:10][CH:9]=1. The catalyst class is: 159.